Dataset: Catalyst prediction with 721,799 reactions and 888 catalyst types from USPTO. Task: Predict which catalyst facilitates the given reaction. (1) Reactant: [F:1][C:2]([F:12])([F:11])[O:3][C:4]1[CH:10]=[CH:9][C:7]([NH2:8])=[CH:6][CH:5]=1.Cl[C:14](Cl)(Cl)[CH:15]=[O:16].Cl.[NH2:20][OH:21]. Product: [OH:21]/[N:20]=[CH:14]/[C:15]([NH:8][C:7]1[CH:9]=[CH:10][C:4]([O:3][C:2]([F:11])([F:12])[F:1])=[CH:5][CH:6]=1)=[O:16]. The catalyst class is: 6. (2) Reactant: [CH3:1][S:2]([C:5]1[CH:6]=[C:7]2[C:11](=[CH:12][CH:13]=1)[NH:10][C:9](=[O:14])[CH2:8]2)(=[O:4])=[O:3].[CH3:15][N:16]([CH3:32])[CH2:17][CH2:18][CH2:19][C:20]1[C:21]2[CH2:31][CH2:30][CH2:29][CH2:28][CH2:27][C:22]=2[NH:23][C:24]=1[CH:25]=O.N1CCCCC1. Product: [CH3:32][N:16]([CH3:15])[CH2:17][CH2:18][CH2:19][C:20]1[C:21]2[CH2:31][CH2:30][CH2:29][CH2:28][CH2:27][C:22]=2[NH:23][C:24]=1/[CH:25]=[C:8]1\[C:9](=[O:14])[NH:10][C:11]2[C:7]\1=[CH:6][C:5]([S:2]([CH3:1])(=[O:4])=[O:3])=[CH:13][CH:12]=2. The catalyst class is: 8. (3) Reactant: [NH2:1][C:2]1[CH:7]=[CH:6][C:5]([F:8])=[CH:4][N:3]=1.[Br:9][CH:10]([CH3:18])[C:11](=[O:17])[C:12]([O:14][CH2:15][CH3:16])=[O:13]. Product: [Br-:9].[NH2:1][C:2]1[CH:7]=[CH:6][C:5]([F:8])=[CH:4][N+:3]=1[CH:10]([C:11](=[O:17])[C:12]([O:14][CH2:15][CH3:16])=[O:13])[CH3:18]. The catalyst class is: 57.